From a dataset of Reaction yield outcomes from USPTO patents with 853,638 reactions. Predict the reaction yield, written as a fraction of the theoretical maximum amount of product (1.0 means a 100% yield; for example, 0.34 means a 34% yield). (1) The reactants are [CH:1]([C:3]1[CH:4]=[C:5]([CH:9]=[CH:10][CH:11]=1)[C:6]([OH:8])=O)=[O:2].C(N(CC)CC)C.ON1C2C=CC=CC=2N=N1.Cl.C(N=C=NCCCN(C)C)C.Cl.[CH3:42][CH:43]([CH3:52])[C:44]([N:46]1[CH2:51][CH2:50][NH:49][CH2:48][CH2:47]1)=[O:45]. The catalyst is ClCCl. The product is [C:44]([N:46]1[CH2:51][CH2:50][N:49]([C:6]([C:5]2[CH:4]=[C:3]([CH:11]=[CH:10][CH:9]=2)[CH:1]=[O:2])=[O:8])[CH2:48][CH2:47]1)(=[O:45])[CH:43]([CH3:52])[CH3:42]. The yield is 0.950. (2) The reactants are [Si:1]([O:8][CH2:9][C@H:10]1[CH2:14][C@@H:13]([N:15]2[CH:23]=[N:22][C:21]3[C:16]2=[N:17][CH:18]=[N:19][C:20]=3Cl)[CH2:12][C@@H:11]1[OH:25])([C:4]([CH3:7])([CH3:6])[CH3:5])([CH3:3])[CH3:2].C(N(CC)CC)C.[C:33]1([C:39]#[CH:40])[CH:38]=[CH:37][CH:36]=[CH:35][CH:34]=1. The product is [Si:1]([O:8][CH2:9][C@H:10]1[CH2:14][C@@H:13]([N:15]2[CH:23]=[N:22][C:21]3[C:16]2=[N:17][CH:18]=[N:19][C:20]=3[C:40]#[C:39][C:33]2[CH:38]=[CH:37][CH:36]=[CH:35][CH:34]=2)[CH2:12][C@@H:11]1[OH:25])([C:4]([CH3:7])([CH3:6])[CH3:5])([CH3:3])[CH3:2]. The yield is 0.820. The catalyst is CN(C=O)C.Cl[Pd](Cl)([P](C1C=CC=CC=1)(C1C=CC=CC=1)C1C=CC=CC=1)[P](C1C=CC=CC=1)(C1C=CC=CC=1)C1C=CC=CC=1.[Cu]I. (3) The reactants are [O:1]1[CH2:6][CH2:5][CH:4]([C:7]2[C:8]([O:13][CH:14]3[CH2:17][CH:16]([NH:18]C(=O)OC(C)(C)C)[CH2:15]3)=[N:9][CH:10]=[CH:11][CH:12]=2)[CH2:3][CH2:2]1.[ClH:26]. The catalyst is CO. The product is [ClH:26].[O:1]1[CH2:6][CH2:5][CH:4]([C:7]2[C:8]([O:13][CH:14]3[CH2:17][CH:16]([NH2:18])[CH2:15]3)=[N:9][CH:10]=[CH:11][CH:12]=2)[CH2:3][CH2:2]1. The yield is 0.950. (4) The reactants are Cl.[F:2][C:3]1[CH:10]=[CH:9][C:6]([C:7]#[N:8])=[CH:5][CH:4]=1.[CH3:11][OH:12].C(Cl)[Cl:14]. No catalyst specified. The product is [ClH:14].[F:2][C:3]1[CH:10]=[CH:9][C:6]([C:7](=[NH:8])[O:12][CH3:11])=[CH:5][CH:4]=1. The yield is 0.360.